This data is from Forward reaction prediction with 1.9M reactions from USPTO patents (1976-2016). The task is: Predict the product of the given reaction. (1) Given the reactants [ClH:1].[N:2]12[CH2:9][CH2:8][CH:5]([CH2:6][CH2:7]1)[C@@H:4]([NH:10][C:11]([C:13]1[O:14][C:15]3[C:21]([C:22]4[CH:23]=[C:24]([CH:28]=[CH:29][CH:30]=4)[C:25]([OH:27])=O)=[CH:20][CH:19]=[CH:18][C:16]=3[CH:17]=1)=[O:12])[CH2:3]2.[NH2:31][CH2:32][CH2:33][N:34]([CH3:36])[CH3:35], predict the reaction product. The product is: [ClH:1].[N:2]12[CH2:7][CH2:6][CH:5]([CH2:8][CH2:9]1)[C@@H:4]([NH:10][C:11]([C:13]1[O:14][C:15]3[C:21]([C:22]4[CH:30]=[CH:29][CH:28]=[C:24]([C:25]([NH:31][CH2:32][CH2:33][N:34]([CH3:36])[CH3:35])=[O:27])[CH:23]=4)=[CH:20][CH:19]=[CH:18][C:16]=3[CH:17]=1)=[O:12])[CH2:3]2. (2) Given the reactants [OH:1][C:2]1[CH:7]=[CH:6][N:5]=[C:4]([CH:8]2[CH2:13][CH2:12][C:11](=O)[CH2:10][CH2:9]2)[CH:3]=1.[NH:15]1[CH2:18][CH:17]([NH:19][C:20]([CH2:22][NH:23][C:24](=[O:35])[C:25]2[CH:30]=[CH:29][CH:28]=[C:27]([C:31]([F:34])([F:33])[F:32])[CH:26]=2)=[O:21])[CH2:16]1, predict the reaction product. The product is: [OH:1][C:2]1[CH:7]=[CH:6][N:5]=[C:4]([CH:8]2[CH2:13][CH2:12][CH:11]([N:15]3[CH2:18][CH:17]([NH:19][C:20]([CH2:22][NH:23][C:24](=[O:35])[C:25]4[CH:30]=[CH:29][CH:28]=[C:27]([C:31]([F:34])([F:32])[F:33])[CH:26]=4)=[O:21])[CH2:16]3)[CH2:10][CH2:9]2)[CH:3]=1. (3) The product is: [CH:1]1([N:6]2[C:14]3[CH:13]=[C:12]([CH:15]=[O:18])[CH:11]=[C:10]([C:19]([NH:21][CH2:22][C:23]4[C:24](=[O:31])[NH:25][C:26]([CH3:30])=[CH:27][C:28]=4[CH3:29])=[O:20])[C:9]=3[CH:8]=[N:7]2)[CH2:2][CH2:3][CH2:4][CH2:5]1. Given the reactants [CH:1]1([N:6]2[C:14]3[CH:13]=[C:12]([CH:15]([OH:18])CO)[CH:11]=[C:10]([C:19]([NH:21][CH2:22][C:23]4[C:24](=[O:31])[NH:25][C:26]([CH3:30])=[CH:27][C:28]=4[CH3:29])=[O:20])[C:9]=3[CH:8]=[N:7]2)[CH2:5][CH2:4][CH2:3][CH2:2]1, predict the reaction product. (4) Given the reactants [F:1][C:2]([F:38])([F:37])[C:3]1[CH:4]=[C:5]([CH:30]=[C:31]([C:33]([F:36])([F:35])[F:34])[CH:32]=1)[CH2:6][N:7]([CH3:29])[C:8]([C@@H:10]1[CH2:15][CH2:14][N:13]([S:16]([CH:19]=[CH2:20])(=[O:18])=[O:17])[CH2:12][C@H:11]1[C:21]1[CH:26]=[CH:25][C:24]([F:27])=[CH:23][C:22]=1[CH3:28])=[O:9].[OH-].[Na+].O.[CH3:42][CH2:43][OH:44], predict the reaction product. The product is: [F:38][C:2]([F:37])([F:1])[C:3]1[CH:4]=[C:5]([CH:30]=[C:31]([C:33]([F:35])([F:36])[F:34])[CH:32]=1)[CH2:6][N:7]([CH3:29])[C:8]([C@@H:10]1[CH2:15][CH2:14][N:13]([S:16]([CH2:19][CH2:20][O:44][CH2:43][CH3:42])(=[O:18])=[O:17])[CH2:12][C@H:11]1[C:21]1[CH:26]=[CH:25][C:24]([F:27])=[CH:23][C:22]=1[CH3:28])=[O:9]. (5) Given the reactants CO[C:3]([C:5]1[CH:6]=[C:7]2[C:11](=[CH:12][CH:13]=1)[NH:10][N:9]=[CH:8]2)=[O:4].Br[CH2:15][CH2:16][CH:17]([CH3:19])[CH3:18], predict the reaction product. The product is: [CH3:18][CH:17]([CH3:19])[CH2:16][CH2:15][N:10]1[C:11]2[C:7](=[CH:6][C:5]([CH2:3][OH:4])=[CH:13][CH:12]=2)[CH:8]=[N:9]1. (6) Given the reactants C[O:2][C:3]([C:5]1[N:9]=[CH:8][N:7]([C:10]2[CH:15]=[CH:14][CH:13]=[C:12]([Cl:16])[CH:11]=2)[N:6]=1)=[O:4].[OH-].[Na+], predict the reaction product. The product is: [Cl:16][C:12]1[CH:11]=[C:10]([N:7]2[CH:8]=[N:9][C:5]([C:3]([OH:4])=[O:2])=[N:6]2)[CH:15]=[CH:14][CH:13]=1. (7) Given the reactants [F:1][C:2]1[CH:7]=[C:6]([S:8][CH3:9])[CH:5]=[C:4]([F:10])[C:3]=1B1OC(C)(C)C(C)(C)O1.Br[C:21]1[N:26]=[C:25]([C:27]([O:29][CH3:30])=[O:28])[CH:24]=[CH:23][C:22]=1[F:31].CCN(C(C)C)C(C)C.O1CCOCC1, predict the reaction product. The product is: [F:10][C:4]1[CH:5]=[C:6]([S:8][CH3:9])[CH:7]=[C:2]([F:1])[C:3]=1[C:21]1[N:26]=[C:25]([C:27]([O:29][CH3:30])=[O:28])[CH:24]=[CH:23][C:22]=1[F:31].